From a dataset of Reaction yield outcomes from USPTO patents with 853,638 reactions. Predict the reaction yield, written as a fraction of the theoretical maximum amount of product (1.0 means a 100% yield; for example, 0.34 means a 34% yield). (1) The reactants are CCN(C(C)C)C(C)C.OC(C(F)(F)F)=O.[NH2:17][CH2:18][C:19]([N:21]1[CH2:26][CH2:25][N:24]([C:27](=[O:38])[C:28]2[CH:33]=[CH:32][CH:31]=[CH:30][C:29]=2[C:34]([F:37])([F:36])[F:35])[CH2:23][CH2:22]1)=[O:20].C1C=CC2N(O)N=NC=2C=1.CCN=C=NCCCN(C)C.Cl.[C:61]([C:63]1[CH:64]=[CH:65][C:66]([O:69][C:70]2[CH:78]=[CH:77][C:73]([C:74](O)=[O:75])=[CH:72][CH:71]=2)=[N:67][CH:68]=1)#[N:62]. The catalyst is CN(C=O)C.O. The product is [C:61]([C:63]1[CH:64]=[CH:65][C:66]([O:69][C:70]2[CH:78]=[CH:77][C:73]([C:74]([NH:17][CH2:18][C:19](=[O:20])[N:21]3[CH2:22][CH2:23][N:24]([C:27](=[O:38])[C:28]4[CH:33]=[CH:32][CH:31]=[CH:30][C:29]=4[C:34]([F:37])([F:35])[F:36])[CH2:25][CH2:26]3)=[O:75])=[CH:72][CH:71]=2)=[N:67][CH:68]=1)#[N:62]. The yield is 0.573. (2) The reactants are [CH2:1]([O:3][C:4](=[O:25])[CH2:5][N:6]([C:18]([O:20][C:21]([CH3:24])([CH3:23])[CH3:22])=[O:19])[CH2:7][C:8]1[CH:13]=[C:12]([Cl:14])[CH:11]=[CH:10][C:9]=1[N+:15]([O-])=O)[CH3:2].[H][H]. The catalyst is C(OCC)(=O)C.[Pd].[Br-].[Zn+2].[Br-]. The product is [CH2:1]([O:3][C:4](=[O:25])[CH2:5][N:6]([CH2:7][C:8]1[CH:13]=[C:12]([Cl:14])[CH:11]=[CH:10][C:9]=1[NH2:15])[C:18]([O:20][C:21]([CH3:24])([CH3:22])[CH3:23])=[O:19])[CH3:2]. The yield is 0.955.